The task is: Regression. Given a peptide amino acid sequence and an MHC pseudo amino acid sequence, predict their binding affinity value. This is MHC class I binding data.. This data is from Peptide-MHC class I binding affinity with 185,985 pairs from IEDB/IMGT. (1) The peptide sequence is ELFARSSDPR. The MHC is HLA-B44:03 with pseudo-sequence HLA-B44:03. The binding affinity (normalized) is 0.0847. (2) The peptide sequence is LFKNLATSIY. The MHC is HLA-A11:01 with pseudo-sequence HLA-A11:01. The binding affinity (normalized) is 0. (3) The peptide sequence is KVPGVKTVW. The MHC is HLA-B15:01 with pseudo-sequence HLA-B15:01. The binding affinity (normalized) is 0.279. (4) The peptide sequence is NTRDHVNLV. The MHC is HLA-A03:01 with pseudo-sequence HLA-A03:01. The binding affinity (normalized) is 0.0847. (5) The peptide sequence is ASLANVDLV. The MHC is H-2-Db with pseudo-sequence H-2-Db. The binding affinity (normalized) is 0.943. (6) The peptide sequence is KQLEYSWVL. The MHC is HLA-A02:03 with pseudo-sequence HLA-A02:03. The binding affinity (normalized) is 0.368. (7) The peptide sequence is MPVSIPTPI. The MHC is HLA-B51:01 with pseudo-sequence HLA-B51:01. The binding affinity (normalized) is 0.461.